This data is from Reaction yield outcomes from USPTO patents with 853,638 reactions. The task is: Predict the reaction yield, written as a fraction of the theoretical maximum amount of product (1.0 means a 100% yield; for example, 0.34 means a 34% yield). (1) The reactants are [Br:1][C:2]1[CH:7]=[CH:6][C:5]([CH2:8][C:9]([OH:11])=O)=[C:4]([F:12])[CH:3]=1.[F:13][C:14]([F:25])([F:24])[C:15]([C:18]1[O:22][N:21]=[C:20]([NH2:23])[CH:19]=1)([CH3:17])[CH3:16].CN(C(ON1N=NC2C=CC=NC1=2)=[N+](C)C)C.F[P-](F)(F)(F)(F)F.CCN(CC)CC. The catalyst is C(Cl)Cl. The product is [Br:1][C:2]1[CH:7]=[CH:6][C:5]([CH2:8][C:9]([NH:23][C:20]2[CH:19]=[C:18]([C:15]([CH3:17])([CH3:16])[C:14]([F:24])([F:13])[F:25])[O:22][N:21]=2)=[O:11])=[C:4]([F:12])[CH:3]=1. The yield is 0.254. (2) The reactants are [Br:1][C:2]1[CH:7]=[CH:6][CH:5]=[CH:4][C:3]=1[CH2:8][S:9](Cl)(=[O:11])=[O:10].[CH3:13][NH2:14].O. The catalyst is C1COCC1. The product is [Br:1][C:2]1[CH:7]=[CH:6][CH:5]=[CH:4][C:3]=1[CH2:8][S:9]([NH:14][CH3:13])(=[O:11])=[O:10]. The yield is 0.410. (3) The reactants are [F:1][C:2]1[CH:3]=[C:4]([CH2:12][CH2:13][OH:14])[CH:5]=[C:6]([F:11])[C:7]=1[N+:8]([O-])=O. The catalyst is CCOC(C)=O.[Pd]. The product is [NH2:8][C:7]1[C:6]([F:11])=[CH:5][C:4]([CH2:12][CH2:13][OH:14])=[CH:3][C:2]=1[F:1]. The yield is 1.00. (4) The reactants are Br[C:2]1[CH:3]=[C:4]2[C:8](=[CH:9][CH:10]=1)[C@H:7]([N:11]1[CH2:14][C:13]3([CH2:19][CH2:18][N:17]([C:20]([O:22][C:23]([CH3:26])([CH3:25])[CH3:24])=[O:21])[CH2:16][CH2:15]3)[CH2:12]1)[CH2:6][CH2:5]2.B1(B2OC(C)(C)C(C)(C)O2)OC(C)(C)C(C)(C)O1.C([O-])(=O)C.[K+].Cl[C:51]1[N:52]=[CH:53][C:54]([C:57]#[N:58])=[N:55][CH:56]=1.C([O-])([O-])=O.[K+].[K+]. The catalyst is O1CCOCC1.C1C=CC(P(C2C=CC=CC=2)[C-]2C=CC=C2)=CC=1.C1C=CC(P(C2C=CC=CC=2)[C-]2C=CC=C2)=CC=1.Cl[Pd]Cl.[Fe+2]. The product is [C:57]([C:54]1[N:55]=[CH:56][C:51]([C:2]2[CH:3]=[C:4]3[C:8](=[CH:9][CH:10]=2)[C@H:7]([N:11]2[CH2:14][C:13]4([CH2:19][CH2:18][N:17]([C:20]([O:22][C:23]([CH3:25])([CH3:24])[CH3:26])=[O:21])[CH2:16][CH2:15]4)[CH2:12]2)[CH2:6][CH2:5]3)=[N:52][CH:53]=1)#[N:58]. The yield is 0.590. (5) The reactants are C[O:2][C:3](=[O:39])[C:4]1[CH:9]=[CH:8][C:7]([CH2:10][N:11]2[CH:15]=[C:14]([C:16]3[CH:21]=[CH:20][C:19]([Cl:22])=[CH:18][C:17]=3[Cl:23])[N:13]=[C:12]2[CH2:24][O:25][C:26]2[CH:31]=[CH:30][C:29]([C:32]3[CH:37]=[CH:36][C:35]([OH:38])=[CH:34][CH:33]=3)=[CH:28][CH:27]=2)=[CH:6][CH:5]=1.F[C:41]1[CH:46]=[CH:45][C:44]([C:47]([F:50])([F:49])[F:48])=[CH:43][CH:42]=1.C1(OC(F)(F)F)C=CC=CC=1. No catalyst specified. The product is [Cl:23][C:17]1[CH:18]=[C:19]([Cl:22])[CH:20]=[CH:21][C:16]=1[C:14]1[N:13]=[C:12]([CH2:24][O:25][C:26]2[CH:31]=[CH:30][C:29]([C:32]3[CH:37]=[CH:36][C:35]([O:38][C:41]4[CH:46]=[CH:45][C:44]([C:47]([F:50])([F:49])[F:48])=[CH:43][CH:42]=4)=[CH:34][CH:33]=3)=[CH:28][CH:27]=2)[N:11]([CH2:10][C:7]2[CH:6]=[CH:5][C:4]([C:3]([OH:2])=[O:39])=[CH:9][CH:8]=2)[CH:15]=1. The yield is 0.0700.